The task is: Predict the product of the given reaction.. This data is from Forward reaction prediction with 1.9M reactions from USPTO patents (1976-2016). (1) Given the reactants [CH:1]1([N:6]2[C:11](=[O:12])[C:10]([C:13]([NH:15][CH2:16][C:17]([O:19]CC)=[O:18])=[O:14])=[C:9]([OH:22])[C:8]([C:23](OC)=[O:24])=[C:7]2[OH:27])[CH2:5][CH2:4][CH2:3][CH2:2]1.[CH2:28]([NH2:32])[CH2:29][CH2:30][CH3:31].Cl, predict the reaction product. The product is: [CH2:28]([NH:32][C:23]([C:8]1[C:9]([OH:22])=[C:10]([C:13]([NH:15][CH2:16][C:17]([OH:19])=[O:18])=[O:14])[C:11](=[O:12])[N:6]([CH:1]2[CH2:5][CH2:4][CH2:3][CH2:2]2)[C:7]=1[OH:27])=[O:24])[CH2:29][CH2:30][CH3:31]. (2) Given the reactants [C:1]([O:5][C:6]([N:8]1[C:16]2[C:11](=[CH:12][C:13]([C:17]([CH3:25])([CH3:24])[O:18][SiH2:19][C:20]([CH3:23])([CH3:22])[CH3:21])=[CH:14][CH:15]=2)[CH:10]=[C:9]1[C:26]1[C:27](=[O:41])[N:28]([CH2:33][O:34][CH2:35][CH2:36][Si:37]([CH3:40])([CH3:39])[CH3:38])[CH:29]=[C:30]([NH2:32])[CH:31]=1)=[O:7])([CH3:4])([CH3:3])[CH3:2].[CH3:42][C:43]1[CH:57]=[CH:56][C:46]([CH2:47][N:48]2[CH:52]=[C:51]([C:53](O)=[O:54])[CH:50]=[N:49]2)=[CH:45][CH:44]=1.FC1C=CC(CN2C=C(C(O)=O)C=N2)=CC=1, predict the reaction product. The product is: [C:1]([O:5][C:6]([N:8]1[C:16]2[C:11](=[CH:12][C:13]([C:17]([CH3:25])([CH3:24])[O:18][SiH2:19][C:20]([CH3:23])([CH3:22])[CH3:21])=[CH:14][CH:15]=2)[CH:10]=[C:9]1[C:26]1[C:27](=[O:41])[N:28]([CH2:33][O:34][CH2:35][CH2:36][Si:37]([CH3:40])([CH3:39])[CH3:38])[CH:29]=[C:30]([NH:32][C:53]([C:51]2[CH:50]=[N:49][N:48]([CH2:47][C:46]3[CH:56]=[CH:57][C:43]([CH3:42])=[CH:44][CH:45]=3)[CH:52]=2)=[O:54])[CH:31]=1)=[O:7])([CH3:2])([CH3:4])[CH3:3]. (3) Given the reactants C(N(CC)CC)C.[CH3:8][C:9]1[C:10]([C:29]2[CH:34]=[CH:33][CH:32]=[CH:31][CH:30]=2)=[C:11]([O:21][C:22]2[CH:28]=[CH:27][C:25]([NH2:26])=[CH:24][CH:23]=2)[C:12]2[C:17]([CH:18]=1)=[CH:16][C:15]([O:19][CH3:20])=[CH:14][CH:13]=2.[F:35][C:36]([F:49])([F:48])[S:37](O[S:37]([C:36]([F:49])([F:48])[F:35])(=[O:39])=[O:38])(=[O:39])=[O:38], predict the reaction product. The product is: [F:35][C:36]([F:49])([F:48])[S:37]([N:26]([C:25]1[CH:27]=[CH:28][C:22]([O:21][C:11]2[C:12]3[C:17](=[CH:16][C:15]([O:19][CH3:20])=[CH:14][CH:13]=3)[CH:18]=[C:9]([CH3:8])[C:10]=2[C:29]2[CH:34]=[CH:33][CH:32]=[CH:31][CH:30]=2)=[CH:23][CH:24]=1)[S:37]([C:36]([F:35])([F:48])[F:49])(=[O:38])=[O:39])(=[O:39])=[O:38].